This data is from Catalyst prediction with 721,799 reactions and 888 catalyst types from USPTO. The task is: Predict which catalyst facilitates the given reaction. (1) Reactant: [CH2:1]([O:3][C:4]([C:6]1[N:7]([CH2:11][O:12][CH2:13][CH2:14][Si:15]([CH3:18])([CH3:17])[CH3:16])[CH:8]=[CH:9][N:10]=1)=[O:5])[CH3:2].C1C(=O)N([Br:26])C(=O)C1. Product: [CH2:1]([O:3][C:4]([C:6]1[N:7]([CH2:11][O:12][CH2:13][CH2:14][Si:15]([CH3:17])([CH3:16])[CH3:18])[CH:8]=[C:9]([Br:26])[N:10]=1)=[O:5])[CH3:2]. The catalyst class is: 23. (2) Reactant: [CH3:1][O:2][C:3]1[CH:18]=[CH:17][C:6]([CH2:7][O:8][CH2:9][C@H:10]2[CH2:14][O:13]C(C)(C)[O:11]2)=[CH:5][CH:4]=1.Cl.C(=O)([O-])O.[Na+]. Product: [CH3:1][O:2][C:3]1[CH:4]=[CH:5][C:6]([CH2:7][O:8][CH2:9][C@H:10]([OH:11])[CH2:14][OH:13])=[CH:17][CH:18]=1. The catalyst class is: 5. (3) Reactant: Br[C:2]1[S:6][C:5]([CH:7]=[CH:8][C:9]([OH:11])=[O:10])=[CH:4][CH:3]=1.[F:12][C:13]1[CH:18]=[CH:17][C:16](B(O)O)=[CH:15][CH:14]=1.C(=O)([O-])[O-].[Na+].[Na+]. Product: [F:12][C:13]1[CH:18]=[CH:17][C:16]([C:2]2[S:6][C:5]([CH:7]=[CH:8][C:9]([OH:11])=[O:10])=[CH:4][CH:3]=2)=[CH:15][CH:14]=1. The catalyst class is: 104. (4) Reactant: [H-].[Na+].[F:3][C:4]1[CH:5]=[N:6][CH:7]=[CH:8][C:9]=1[C:10]1[CH:11]=[C:12]2[NH:24][C:23](=[S:25])[NH:22][C:13]2=[N:14][C:15]=1[C:16]1[CH:17]=[N:18][CH:19]=[CH:20][CH:21]=1.I[CH3:27]. Product: [F:3][C:4]1[CH:5]=[N:6][CH:7]=[CH:8][C:9]=1[C:10]1[CH:11]=[C:12]2[N:24]=[C:23]([S:25][CH3:27])[NH:22][C:13]2=[N:14][C:15]=1[C:16]1[CH:17]=[N:18][CH:19]=[CH:20][CH:21]=1. The catalyst class is: 3. (5) Reactant: [C:1]1([CH3:12])[C:2]([C:7]([O:9][CH2:10][CH3:11])=[O:8])=[CH:3][CH:4]=[CH:5][CH:6]=1.C1C(=O)N([Br:20])C(=O)C1. The catalyst class is: 340. Product: [Br:20][CH2:12][C:1]1[CH:6]=[CH:5][CH:4]=[CH:3][C:2]=1[C:7]([O:9][CH2:10][CH3:11])=[O:8]. (6) Reactant: Cl[C:2]1[C:7]([I:8])=[CH:6][N:5]=[CH:4][N:3]=1.[NH:9]1[CH2:14][CH2:13][O:12][CH2:11][CH2:10]1.C(=O)([O-])[O-].[Cs+].[Cs+]. Product: [I:8][C:7]1[C:2]([N:9]2[CH2:14][CH2:13][O:12][CH2:11][CH2:10]2)=[N:3][CH:4]=[N:5][CH:6]=1. The catalyst class is: 3.